This data is from Catalyst prediction with 721,799 reactions and 888 catalyst types from USPTO. The task is: Predict which catalyst facilitates the given reaction. Reactant: [OH:1][C:2]1[C:11]2[C:6](=[N:7][CH:8]=[CH:9][CH:10]=2)[N:5]([CH2:12][CH2:13][CH:14]([CH3:16])[CH3:15])[C:4](=[O:17])[C:3]=1[C:18]1[NH:23][C:22]2[CH:24]=[CH:25][C:26]([NH:28][S:29]([N:32]3[CH2:36][CH2:35][O:34][C:33]3=O)(=[O:31])=[O:30])=[CH:27][C:21]=2[S:20](=[O:39])(=[O:38])[N:19]=1.Cl.OC1CNC1.C(=O)([O-])[O-].[K+].[K+]. Product: [OH:34][CH:35]1[CH2:33][N:32]([S:29]([NH:28][C:26]2[CH:25]=[CH:24][C:22]3[NH:23][C:18]([C:3]4[C:4](=[O:17])[N:5]([CH2:12][CH2:13][CH:14]([CH3:15])[CH3:16])[C:6]5[C:11]([C:2]=4[OH:1])=[CH:10][CH:9]=[CH:8][N:7]=5)=[N:19][S:20](=[O:38])(=[O:39])[C:21]=3[CH:27]=2)(=[O:30])=[O:31])[CH2:36]1. The catalyst class is: 10.